From a dataset of Forward reaction prediction with 1.9M reactions from USPTO patents (1976-2016). Predict the product of the given reaction. (1) The product is: [Cl:1][C:2]1[CH:3]=[C:4]([C@H:9]2[CH2:14][C@@H:13]([C:15]3[O:19][NH:18][C:17](=[O:20])[CH:16]=3)[CH2:12][CH2:11][N:10]2[C:21]([O:23][CH3:24])=[O:22])[CH:5]=[C:6]([Cl:8])[CH:7]=1.[Cl:1][C:2]1[CH:3]=[C:4]([C@@H:9]2[CH2:14][C@H:13]([C:15]3[O:19][NH:18][C:17](=[O:20])[CH:16]=3)[CH2:12][CH2:11][N:10]2[C:21]([O:23][CH3:24])=[O:22])[CH:5]=[C:6]([Cl:8])[CH:7]=1. Given the reactants [Cl:1][C:2]1[CH:3]=[C:4]([C@H:9]2[CH2:14][C@@H:13]([C:15]3[O:19][NH:18][C:17](=[O:20])[CH:16]=3)[CH2:12][CH2:11][N:10]2[C:21]([O:23][CH3:24])=[O:22])[CH:5]=[C:6]([Cl:8])[CH:7]=1.CCCCCCC.CC(O)C, predict the reaction product. (2) Given the reactants C(OC([N:8]1[CH2:12][C@@H:11]([CH2:13][N:14]([CH:31]([CH3:33])[CH3:32])[C:15](=[O:30])[C:16]2[CH:21]=[CH:20][C:19]([O:22][CH3:23])=[C:18]([O:24][CH2:25][CH2:26][CH2:27][O:28][CH3:29])[CH:17]=2)[C@H:10]([OH:34])[CH2:9]1)=O)(C)(C)C.Cl[CH2:36][C:37]1[O:38][C:39]([C:42]2[CH:47]=[CH:46][C:45]([Cl:48])=[CH:44][CH:43]=2)=[CH:40][N:41]=1.CC#N.O.CC#N, predict the reaction product. The product is: [Cl:48][C:45]1[CH:44]=[CH:43][C:42]([C:39]2[O:38][C:37]([CH2:36][O:34][C@@H:10]3[CH2:9][NH:8][CH2:12][C@H:11]3[CH2:13][N:14]([CH:31]([CH3:33])[CH3:32])[C:15](=[O:30])[C:16]3[CH:21]=[CH:20][C:19]([O:22][CH3:23])=[C:18]([O:24][CH2:25][CH2:26][CH2:27][O:28][CH3:29])[CH:17]=3)=[N:41][CH:40]=2)=[CH:47][CH:46]=1. (3) Given the reactants Br[C:2]1[CH:3]=[N:4][N:5]([CH:7]2[CH2:12][CH2:11][CH2:10][CH2:9][O:8]2)[CH:6]=1.[Cl:13][C:14]1[CH:19]=[C:18](B(O)O)[CH:17]=[CH:16][N:15]=1.C(=O)([O-])[O-].[Cs+].[Cs+], predict the reaction product. The product is: [Cl:13][C:14]1[CH:19]=[C:18]([C:2]2[CH:3]=[N:4][N:5]([CH:7]3[CH2:12][CH2:11][CH2:10][CH2:9][O:8]3)[CH:6]=2)[CH:17]=[CH:16][N:15]=1. (4) Given the reactants [CH2:1]([O:3][C:4]1[C:16]([O:17][C:18]([F:21])([F:20])[F:19])=[CH:15][CH:14]=[CH:13][C:5]=1[CH2:6][N:7]([CH3:12])[C:8](=[O:11])[CH:9]=[CH2:10])[CH3:2].C(N(C(C)C)CC)(C)C.Br[C:32]1[CH:45]=[N:44][C:35]2[NH:36][C:37](=[O:43])[C:38]([CH3:42])([CH3:41])[NH:39][CH2:40][C:34]=2[CH:33]=1.CC1C=CC=CC=1P(C1C=CC=CC=1C)C1C=CC=CC=1C, predict the reaction product. The product is: [CH3:41][C:38]1([CH3:42])[C:37](=[O:43])[NH:36][C:35]2[N:44]=[CH:45][C:32](/[CH:10]=[CH:9]/[C:8]([N:7]([CH3:12])[CH2:6][C:5]3[CH:13]=[CH:14][CH:15]=[C:16]([O:17][C:18]([F:19])([F:20])[F:21])[C:4]=3[O:3][CH2:1][CH3:2])=[O:11])=[CH:33][C:34]=2[CH2:40][NH:39]1. (5) The product is: [Cl:30][C:31]([Cl:36])([Cl:35])[C:32]([C:27]1[N:19]2[C:18]([CH2:17][N:16]([C:14]([C:2]3[CH:3]=[CH:4][C:5]4[C:6]5[C:11](=[CH:10][CH:9]=[CH:8][CH:7]=5)[CH2:12][C:13]=4[CH:1]=3)=[O:15])[C:22]3[CH:23]=[CH:24][CH:25]=[CH:26][C:21]=3[CH2:20]2)=[CH:29][CH:28]=1)=[O:33]. Given the reactants [CH:1]1[C:13]2[CH2:12][C:11]3[C:6](=[CH:7][CH:8]=[CH:9][CH:10]=3)[C:5]=2[CH:4]=[CH:3][C:2]=1[C:14]([N:16]1[C:22]2[CH:23]=[CH:24][CH:25]=[CH:26][C:21]=2[CH2:20][N:19]2[CH:27]=[CH:28][CH:29]=[C:18]2[CH2:17]1)=[O:15].[Cl:30][C:31]([Cl:36])([Cl:35])[C:32](Cl)=[O:33], predict the reaction product. (6) Given the reactants Cl.Cl.Cl.[O:4]1[C:8]2[CH:9]=[CH:10][CH:11]=[C:12]([N:13]3[CH2:18][CH2:17][N:16]([CH2:19][CH2:20][C@H:21]4[CH2:26][CH2:25][C@H:24]([NH2:27])[CH2:23][CH2:22]4)[CH2:15][CH2:14]3)[C:7]=2[O:6][CH2:5]1.[OH:28][C@@H:29]([CH:33]([CH3:35])[CH3:34])[C:30](O)=[O:31], predict the reaction product. The product is: [O:4]1[C:8]2[CH:9]=[CH:10][CH:11]=[C:12]([N:13]3[CH2:18][CH2:17][N:16]([CH2:19][CH2:20][C@H:21]4[CH2:26][CH2:25][C@H:24]([NH:27][C:30](=[O:31])[C@@H:29]([OH:28])[CH:33]([CH3:35])[CH3:34])[CH2:23][CH2:22]4)[CH2:15][CH2:14]3)[C:7]=2[O:6][CH2:5]1.